From a dataset of Full USPTO retrosynthesis dataset with 1.9M reactions from patents (1976-2016). Predict the reactants needed to synthesize the given product. (1) The reactants are: [CH:1]1([C:7](=[NH:17])[NH:8][CH2:9][C:10](OC(C)(C)C)=[O:11])[CH2:6][CH2:5][CH2:4][CH2:3][CH2:2]1.[Cl:18][CH2:19]CCl. Given the product [Cl:18][C:19]1[N:17]=[C:7]([CH:1]2[CH2:6][CH2:5][CH2:4][CH2:3][CH2:2]2)[NH:8][C:9]=1[CH:10]=[O:11], predict the reactants needed to synthesize it. (2) The reactants are: I[C:2]1[CH:3]=[CH:4][C:5]([O:10][CH2:11][CH2:12][N:13]2[CH2:17][CH2:16][CH2:15][CH2:14]2)=[C:6]([CH:9]=1)[CH:7]=[O:8].[Cl:18][C:19]1[CH:24]=[CH:23][C:22]([C:25]2[CH:26]=[CH:27][C:28]([C:31]#[CH:32])=[N:29][CH:30]=2)=[CH:21][CH:20]=1. Given the product [Cl:18][C:19]1[CH:20]=[CH:21][C:22]([C:25]2[CH:26]=[CH:27][C:28]([C:31]#[C:32][C:2]3[CH:3]=[CH:4][C:5]([O:10][CH2:11][CH2:12][N:13]4[CH2:17][CH2:16][CH2:15][CH2:14]4)=[C:6]([CH:9]=3)[CH:7]=[O:8])=[N:29][CH:30]=2)=[CH:23][CH:24]=1, predict the reactants needed to synthesize it. (3) Given the product [F:1][C:2]1[CH:7]=[CH:6][C:5]([F:8])=[CH:4][C:3]=1[C@@H:9]1[CH2:13][C@H:12]([F:14])[CH2:11][N:10]1[C:15]1[CH:20]=[CH:19][N:18]2[N:21]=[CH:22][C:23]([C:24]([OH:26])=[O:25])=[C:17]2[N:16]=1, predict the reactants needed to synthesize it. The reactants are: [F:1][C:2]1[CH:7]=[CH:6][C:5]([F:8])=[CH:4][C:3]=1[C@@H:9]1[CH2:13][C@H:12]([F:14])[CH2:11][N:10]1[C:15]1[CH:20]=[CH:19][N:18]2[N:21]=[CH:22][C:23]([C:24]([O:26]CC)=[O:25])=[C:17]2[N:16]=1.[Li+].[OH-]. (4) Given the product [CH3:19][N:20]1[C:4](=[O:5])[CH2:3][C:2]([C:8]2[CH:13]=[CH:12][C:11]([S:14][C:15]([F:18])([F:17])[F:16])=[CH:10][CH:9]=2)=[N:21]1, predict the reactants needed to synthesize it. The reactants are: O=[C:2]([C:8]1[CH:13]=[CH:12][C:11]([S:14][C:15]([F:18])([F:17])[F:16])=[CH:10][CH:9]=1)[CH2:3][C:4](OC)=[O:5].[CH3:19][NH:20][NH2:21]. (5) Given the product [CH3:3][N:4]([CH3:26])[S:5]([C:8]1[CH:9]=[CH:10][C:11]([O:18][CH2:19][C:20]2[CH:25]=[CH:24][CH:23]=[CH:22][CH:21]=2)=[C:12]([CH:17]=1)[C:13]([OH:15])=[O:14])(=[O:6])=[O:7], predict the reactants needed to synthesize it. The reactants are: [Li+].[OH-].[CH3:3][N:4]([CH3:26])[S:5]([C:8]1[CH:9]=[CH:10][C:11]([O:18][CH2:19][C:20]2[CH:25]=[CH:24][CH:23]=[CH:22][CH:21]=2)=[C:12]([CH:17]=1)[C:13]([O:15]C)=[O:14])(=[O:7])=[O:6].Cl.